From a dataset of Peptide-MHC class II binding affinity with 134,281 pairs from IEDB. Regression. Given a peptide amino acid sequence and an MHC pseudo amino acid sequence, predict their binding affinity value. This is MHC class II binding data. (1) The peptide sequence is MSGPMQQLTQPLQQL. The MHC is HLA-DQA10501-DQB10301 with pseudo-sequence HLA-DQA10501-DQB10301. The binding affinity (normalized) is 0.0830. (2) The peptide sequence is VSEALRIIAGTLEVH. The MHC is DRB3_0202 with pseudo-sequence DRB3_0202. The binding affinity (normalized) is 0.115. (3) The peptide sequence is PGDSLAEVELRQHGS. The MHC is DRB1_1201 with pseudo-sequence DRB1_1201. The binding affinity (normalized) is 0.187. (4) The peptide sequence is IPTAFKIGKTYTPEE. The MHC is HLA-DPA10103-DPB10301 with pseudo-sequence HLA-DPA10103-DPB10301. The binding affinity (normalized) is 0. (5) The peptide sequence is LIGPTPVNIIGRNLLTQLGC. The MHC is DRB1_0101 with pseudo-sequence DRB1_0101. The binding affinity (normalized) is 0.499. (6) The MHC is HLA-DPA10201-DPB10101 with pseudo-sequence HLA-DPA10201-DPB10101. The binding affinity (normalized) is 0.182. The peptide sequence is EVVAATPTSLLISWG. (7) The peptide sequence is PEIWHHLSTLIKQPD. The MHC is DRB1_0404 with pseudo-sequence DRB1_0404. The binding affinity (normalized) is 0.522. (8) The peptide sequence is GQFRVIGPRHPIRAL. The MHC is DRB1_1302 with pseudo-sequence DRB1_1302. The binding affinity (normalized) is 0.699. (9) The peptide sequence is DLPVLDQLTDPPGVRRVYHIQAGLPDPFQPPS. The MHC is DRB1_0701 with pseudo-sequence DRB1_0701. The binding affinity (normalized) is 0.500.